Dataset: Forward reaction prediction with 1.9M reactions from USPTO patents (1976-2016). Task: Predict the product of the given reaction. Given the reactants [CH2:1](O)[CH3:2].[NH2:4][C:5]1[C:13]([Cl:14])=[CH:12][CH:11]=[CH:10][C:6]=1[C:7]([OH:9])=[O:8].S(=O)(=O)(O)O, predict the reaction product. The product is: [NH2:4][C:5]1[C:13]([Cl:14])=[CH:12][CH:11]=[CH:10][C:6]=1[C:7]([O:9][CH2:1][CH3:2])=[O:8].